This data is from Full USPTO retrosynthesis dataset with 1.9M reactions from patents (1976-2016). The task is: Predict the reactants needed to synthesize the given product. Given the product [Cl:34][C:8]1[C:9]([CH2:14][O:15][C:16]2[C:24]3[N:23]=[C:22]([O:25][CH3:26])[N:21]([CH2:27][C:28]4[CH:33]=[CH:32][CH:31]=[CH:30][N:29]=4)[C:20]=3[CH:19]=[CH:18][CH:17]=2)=[C:10]([Cl:13])[CH:11]=[CH:12][C:7]=1[N:5]([CH3:6])[C:3](=[O:4])[CH2:2][NH:1][C:47](=[O:48])[CH2:46][CH2:45][N:42]1[CH2:43][CH2:44][N:39]([C:37]([NH:36][CH3:35])=[O:38])[CH2:40][CH2:41]1, predict the reactants needed to synthesize it. The reactants are: [NH2:1][CH2:2][C:3]([N:5]([C:7]1[CH:12]=[CH:11][C:10]([Cl:13])=[C:9]([CH2:14][O:15][C:16]2[C:24]3[N:23]=[C:22]([O:25][CH3:26])[N:21]([CH2:27][C:28]4[CH:33]=[CH:32][CH:31]=[CH:30][N:29]=4)[C:20]=3[CH:19]=[CH:18][CH:17]=2)[C:8]=1[Cl:34])[CH3:6])=[O:4].[CH3:35][NH:36][C:37]([N:39]1[CH2:44][CH2:43][N:42]([CH2:45][CH2:46][C:47](O)=[O:48])[CH2:41][CH2:40]1)=[O:38].